Predict the reaction yield, written as a fraction of the theoretical maximum amount of product (1.0 means a 100% yield; for example, 0.34 means a 34% yield). From a dataset of Reaction yield outcomes from USPTO patents with 853,638 reactions. (1) The reactants are [CH3:1][C:2]1([CH3:14])[C:6]([CH3:8])([CH3:7])[O:5][B:4]([C:9]2[CH:10]=[N:11][NH:12][CH:13]=2)[O:3]1.CS(O[CH2:20][CH2:21][C:22]([OH:25])([CH3:24])[CH3:23])(=O)=O.C(=O)([O-])[O-].[Cs+].[Cs+]. The catalyst is CN(C)C=O. The product is [CH3:23][C:22]([OH:25])([CH2:21][CH2:20][N:12]1[CH:13]=[C:9]([B:4]2[O:5][C:6]([CH3:7])([CH3:8])[C:2]([CH3:14])([CH3:1])[O:3]2)[CH:10]=[N:11]1)[CH3:24]. The yield is 0.490. (2) The catalyst is C(O)(=O)C. The reactants are [CH3:1][O:2][C:3](=[O:22])[C:4]([S:13]([C:16]1[CH:21]=[CH:20][CH:19]=[CH:18][CH:17]=1)(=[O:15])=[O:14])([F:12])[CH:5]1[CH2:10][CH2:9][CH2:8][C:7](=O)[CH2:6]1.Cl.[Cl:24][C:25]1[CH:30]=[CH:29][C:28]([NH:31]N)=[CH:27][CH:26]=1.C([O-])(O)=O.[Na+]. The product is [CH3:1][O:2][C:3](=[O:22])[C:4]([S:13]([C:16]1[CH:21]=[CH:20][CH:19]=[CH:18][CH:17]=1)(=[O:15])=[O:14])([CH:5]1[CH2:10][CH2:9][C:8]2[C:29]3[C:28](=[CH:27][CH:26]=[C:25]([Cl:24])[CH:30]=3)[NH:31][C:7]=2[CH2:6]1)[F:12]. The yield is 0.700. (3) The product is [Cl:3][C:4]1[N:12]=[C:11]2[C:7]([N:8]=[CH:9][N:10]2[CH3:14])=[C:6]([Cl:13])[N:5]=1. The reactants are [H-].[Na+].[Cl:3][C:4]1[N:12]=[C:11]2[C:7]([NH:8][CH:9]=[N:10]2)=[C:6]([Cl:13])[N:5]=1.[CH3:14]I.O. The yield is 0.280. The catalyst is O1CCCC1. (4) The reactants are [C:1]([O:5][C:6]([NH:8][C:9]1[CH:14]=[C:13]([CH2:15][C:16]([C:18]2[CH:23]=[CH:22][C:21]([O:24][CH3:25])=[CH:20][CH:19]=2)=[O:17])[CH:12]=[CH:11][N:10]=1)=[O:7])([CH3:4])([CH3:3])[CH3:2].[Br:26]Br. The catalyst is C(O)(=O)C. The product is [BrH:26].[Br:26][CH:15]([C:13]1[CH:12]=[CH:11][N:10]=[C:9]([NH:8][C:6]([O:5][C:1]([CH3:3])([CH3:4])[CH3:2])=[O:7])[CH:14]=1)[C:16]([C:18]1[CH:19]=[CH:20][C:21]([O:24][CH3:25])=[CH:22][CH:23]=1)=[O:17]. The yield is 0.820. (5) The reactants are [CH3:1][N:2]1[C:6]([CH3:7])=[C:5]([N+:8]([O-])=O)[C:4]([CH3:11])=[N:3]1.Cl.O. The catalyst is CCO.[Fe]. The product is [CH3:1][N:2]1[C:6]([CH3:7])=[C:5]([NH2:8])[C:4]([CH3:11])=[N:3]1. The yield is 0.990.